This data is from Peptide-MHC class I binding affinity with 185,985 pairs from IEDB/IMGT. The task is: Regression. Given a peptide amino acid sequence and an MHC pseudo amino acid sequence, predict their binding affinity value. This is MHC class I binding data. The peptide sequence is GMMMGMFNM. The MHC is Mamu-B01 with pseudo-sequence Mamu-B01. The binding affinity (normalized) is 0.121.